From a dataset of Full USPTO retrosynthesis dataset with 1.9M reactions from patents (1976-2016). Predict the reactants needed to synthesize the given product. (1) Given the product [F:1][C:2]1[C:7]([F:8])=[CH:6][CH:5]=[CH:4][C:3]=1[C:9]1[N:35]=[C:12]2[CH:13]=[N:14][N:15]([CH2:17][C:18]3[N:23]=[N:22][C:21]([C:24]4[CH:29]=[CH:28][C:27]([O:30][CH2:37][CH:38]([OH:40])[CH3:39])=[CH:26][C:25]=4[C:31]([F:33])([F:34])[F:32])=[CH:20][CH:19]=3)[CH:16]=[C:11]2[N:10]=1, predict the reactants needed to synthesize it. The reactants are: [F:1][C:2]1[C:7]([F:8])=[CH:6][CH:5]=[CH:4][C:3]=1[C:9]1[N:35]=[C:12]2[CH:13]=[N:14][N:15]([CH2:17][C:18]3[N:23]=[N:22][C:21]([C:24]4[CH:29]=[CH:28][C:27]([OH:30])=[CH:26][C:25]=4[C:31]([F:34])([F:33])[F:32])=[CH:20][CH:19]=3)[CH:16]=[C:11]2[N:10]=1.Br[CH2:37][CH:38]([OH:40])[CH3:39]. (2) Given the product [I:11][C:10]1[C:3]2[C:4](=[N:5][CH:6]=[N:7][C:2]=2[NH2:1])[NH:8][N:9]=1, predict the reactants needed to synthesize it. The reactants are: [NH2:1][C:2]1[N:7]=[CH:6][N:5]=[C:4]2[NH:8][N:9]=[CH:10][C:3]=12.[I:11]NC(=O)CCC(N)=O. (3) Given the product [C:43]1([CH3:46])[CH:42]=[CH:41][C:40]([C:38]2[NH:37][N:36]=[C:35]([NH:34][CH2:33][C:24]3[CH:23]=[C:22]([NH:21][CH2:19][C:9]4[CH:10]=[C:11]([C:12]5[CH:17]=[CH:16][C:15]([CH3:18])=[CH:14][CH:13]=5)[NH:7][N:8]=4)[NH:26][N:25]=3)[CH:39]=2)=[CH:45][CH:44]=1, predict the reactants needed to synthesize it. The reactants are: O1CCCCC1[N:7]1[C:11]([C:12]2[CH:17]=[CH:16][C:15]([CH3:18])=[CH:14][CH:13]=2)=[CH:10][C:9]([C:19]([NH:21][C:22]2[N:26](C3CCCCO3)[N:25]=[C:24]([C:33](=O)[NH:34][C:35]3[CH:39]=[C:38]([C:40]4[CH:45]=[CH:44][C:43]([CH3:46])=[CH:42][CH:41]=4)[N:37](C4CCCCO4)[N:36]=3)[CH:23]=2)=O)=[N:8]1.CO.Cl. (4) Given the product [CH:18]([O:1][CH:2]=[C:3]1[CH2:8][CH2:7][CH2:6][CH:5]([CH3:9])[C:4]1=[O:10])([CH3:20])[CH3:19], predict the reactants needed to synthesize it. The reactants are: [OH:1][CH:2]=[C:3]1[CH2:8][CH2:7][CH2:6][CH:5]([CH3:9])[C:4]1=[O:10].C(=O)([O-])[O-].[K+].[K+].I[CH:18]([CH3:20])[CH3:19]. (5) Given the product [Br:15][CH2:16][CH2:17][CH2:18][CH2:19][C:2]1[CH:9]=[CH:8][C:5]2[CH2:6][CH2:7][C:4]=2[CH:3]=1, predict the reactants needed to synthesize it. The reactants are: Br[C:2]1[CH:9]=[CH:8][C:5]2[CH2:6][CH2:7][C:4]=2[CH:3]=1.C([Li])(C)(C)C.[Br:15][CH2:16][CH2:17][CH2:18][CH2:19]Br. (6) Given the product [CH2:40]([C:5]1[N:6]=[C:7]([C:9]2[C:13]([NH:14][C:15](=[O:24])[C:16]3[C:21]([F:22])=[CH:20][CH:19]=[CH:18][C:17]=3[F:23])=[CH:12][N:11]([CH2:25][C:26]3[CH:31]=[CH:30][C:29]([O:32][CH3:33])=[CH:28][CH:27]=3)[N:10]=2)[NH:45][C:4]=1[C:34]1[CH:35]=[CH:36][CH:37]=[CH:38][CH:39]=1)[CH:41]=[CH2:42], predict the reactants needed to synthesize it. The reactants are: [H-].[Na+].O=[C:4]([C:34]1[CH:39]=[CH:38][CH:37]=[CH:36][CH:35]=1)[CH2:5][NH:6][C:7]([C:9]1[C:13]([NH:14][C:15](=[O:24])[C:16]2[C:21]([F:22])=[CH:20][CH:19]=[CH:18][C:17]=2[F:23])=[CH:12][N:11]([CH2:25][C:26]2[CH:31]=[CH:30][C:29]([O:32][CH3:33])=[CH:28][CH:27]=2)[N:10]=1)=O.[CH2:40](Br)[CH:41]=[CH2:42].C[N:45](C=O)C. (7) Given the product [CH3:4][C:16]1[CH:15]=[C:17]([CH:22]=[CH:36][CH:37]=1)[CH:18]=[N:30][NH:31][C:2]1[CH:7]=[C:6]([N:8]2[CH2:13][CH2:12][O:11][CH2:10][CH2:9]2)[N:5]2[N:14]=[C:15]([C:17]3[CH:18]=[N:19][C:20]([N:23]4[CH2:28][CH2:27][O:26][CH2:25][CH2:24]4)=[CH:21][CH:22]=3)[CH:16]=[C:4]2[N:3]=1, predict the reactants needed to synthesize it. The reactants are: Cl[C:2]1[CH:7]=[C:6]([N:8]2[CH2:13][CH2:12][O:11][CH2:10][CH2:9]2)[N:5]2[N:14]=[C:15]([C:17]3[CH:18]=[N:19][C:20]([N:23]4[CH2:28][CH2:27][O:26][CH2:25][CH2:24]4)=[CH:21][CH:22]=3)[CH:16]=[C:4]2[N:3]=1.O.[NH2:30][NH2:31].O1[CH2:37][CH2:36]OCC1. (8) Given the product [Cl:19][C:20]1[CH:25]=[CH:24][C:23]([C:2]2[C:7]([O:18][CH2:17][CH:12]3[CH2:16][CH2:15][CH2:14][CH2:13]3)=[N:6][CH:5]=[C:4]([CH:3]=2)[C:9]([NH:30][C@@H:31]2[CH2:36][CH2:35][CH2:34][CH2:33][C@H:32]2[OH:37])=[O:11])=[CH:22][CH:21]=1, predict the reactants needed to synthesize it. The reactants are: Br[C:2]1[CH:3]=[C:4]([C:9]([OH:11])=O)[CH:5]=[N:6][C:7]=1Cl.[CH:12]1([CH2:17][OH:18])[CH2:16][CH2:15][CH2:14][CH2:13]1.[Cl:19][C:20]1[CH:25]=[CH:24][C:23](B(O)O)=[CH:22][CH:21]=1.Cl.[NH2:30][C@@H:31]1[CH2:36][CH2:35][CH2:34][CH2:33][C@H:32]1[OH:37].